From a dataset of Peptide-MHC class II binding affinity with 134,281 pairs from IEDB. Regression. Given a peptide amino acid sequence and an MHC pseudo amino acid sequence, predict their binding affinity value. This is MHC class II binding data. (1) The peptide sequence is GLVPKLDAAYSVAYK. The MHC is HLA-DQA10201-DQB10202 with pseudo-sequence HLA-DQA10201-DQB10202. The binding affinity (normalized) is 0.216. (2) The peptide sequence is VDPTDYFRNEQSIPP. The MHC is DRB1_1602 with pseudo-sequence DRB1_1602. The binding affinity (normalized) is 0.226.